Dataset: Full USPTO retrosynthesis dataset with 1.9M reactions from patents (1976-2016). Task: Predict the reactants needed to synthesize the given product. (1) Given the product [C:1]([O:5][C:6](=[O:14])[C:7]1[CH:12]=[CH:11][CH:10]=[C:9]([C:18]2[CH:19]=[CH:20][C:15]([CH3:24])=[CH:16][CH:17]=2)[CH:8]=1)([CH3:4])([CH3:3])[CH3:2], predict the reactants needed to synthesize it. The reactants are: [C:1]([O:5][C:6](=[O:14])[C:7]1[CH:12]=[CH:11][CH:10]=[C:9](Br)[CH:8]=1)([CH3:4])([CH3:3])[CH3:2].[C:15]1([CH3:24])[CH:20]=[CH:19][C:18](B(O)O)=[CH:17][CH:16]=1.C(=O)([O-])[O-].[Na+].[Na+]. (2) The reactants are: [Na].[CH3:2][C:3]1[CH:4]=[C:5]2[C:9](=[CH:10][CH:11]=1)[C:8](=[O:12])[N:7]([CH:13]([C:20]1[CH:25]=[CH:24][CH:23]=[CH:22][CH:21]=1)COS(C)(=O)=O)[CH2:6]2.O.[CH2:27](O)[CH3:28]. Given the product [CH3:2][C:3]1[CH:4]=[C:5]2[C:9](=[CH:10][CH:11]=1)[C:8](=[O:12])[N:7]([CH2:13][CH:20]=[CH:25][C:24]1[CH:23]=[CH:22][CH:21]=[CH:28][CH:27]=1)[CH2:6]2, predict the reactants needed to synthesize it. (3) Given the product [Cl:1][C:2]1[CH:3]=[C:4]2[C:8](=[CH:9][CH:10]=1)[NH:7][CH:6]=[C:5]2[CH2:11][CH2:12][NH:13][C:14]([C:16]1[O:20][C:19]([C:21]2[CH:26]=[CH:25][CH:24]=[CH:23][CH:22]=2)=[N:18][CH:17]=1)=[O:15], predict the reactants needed to synthesize it. The reactants are: [Cl:1][C:2]1[CH:3]=[C:4]2[C:8](=[CH:9][CH:10]=1)[NH:7][CH:6]=[C:5]2[CH2:11][CH2:12][NH:13][C:14]([C:16]1[O:20][CH:19]=[N:18][CH:17]=1)=[O:15].[C:21]1(I)[CH:26]=[CH:25][CH:24]=[CH:23][CH:22]=1.ClCCl.C1(P(C2C=CC=CC=2)C2C=CC=CC=2)C=CC=CC=1. (4) Given the product [Br:36][C:19]1[C:20]([CH3:35])=[CH:21][C:22]([NH:24][C:25]2[N:30]=[C:29]([C:31]([F:33])([F:34])[F:32])[CH:28]=[CH:27][N:26]=2)=[CH:23][C:18]=1[C:15]1[S:14][C:13]([C@@:2]2([OH:1])[CH2:7][CH2:6][C@H:5]([C:8]([OH:10])=[O:9])[C:4]([CH3:11])([CH3:12])[CH2:3]2)=[N:17][CH:16]=1, predict the reactants needed to synthesize it. The reactants are: [OH:1][C@:2]1([C:13]2[S:14][C:15]([C:18]3[CH:23]=[C:22]([NH:24][C:25]4[N:30]=[C:29]([C:31]([F:34])([F:33])[F:32])[CH:28]=[CH:27][N:26]=4)[CH:21]=[C:20]([CH3:35])[CH:19]=3)=[CH:16][N:17]=2)[CH2:7][CH2:6][C@H:5]([C:8]([OH:10])=[O:9])[C:4]([CH3:12])([CH3:11])[CH2:3]1.[Br:36]NC(=O)CCC(N)=O. (5) Given the product [CH3:1][N:2]([CH2:4][C:5]1[C:13]2[O:12][N:11]=[C:10]([CH2:14][CH2:15][CH:16]3[CH2:21][CH2:20][N:19]([CH2:32][C:31]4[CH:34]=[CH:35][C:28]([Cl:27])=[CH:29][CH:30]=4)[CH2:18][CH2:17]3)[C:9]=2[CH:8]=[CH:7][C:6]=1[O:22][CH2:23][CH:24]1[CH2:25][CH2:26]1)[CH3:3], predict the reactants needed to synthesize it. The reactants are: [CH3:1][N:2]([CH2:4][C:5]1[C:13]2[O:12][N:11]=[C:10]([CH2:14][CH2:15][CH:16]3[CH2:21][CH2:20][NH:19][CH2:18][CH2:17]3)[C:9]=2[CH:8]=[CH:7][C:6]=1[O:22][CH2:23][CH:24]1[CH2:26][CH2:25]1)[CH3:3].[Cl:27][C:28]1[CH:35]=[CH:34][C:31]([CH:32]=O)=[CH:30][CH:29]=1. (6) The reactants are: Br[C:2]1[C:15]([OH:16])=[CH:14][C:13]2[CH:12]3[CH:7]([CH2:8][CH2:9][CH2:10][CH2:11]3)[CH:6]([C:17]3[CH:22]=[CH:21][C:20]([OH:23])=[CH:19][CH:18]=3)[CH2:5][C:4]=2[CH:3]=1.C[O-].[Na+].CN([CH:30]=[O:31])C. Given the product [OH:23][C:20]1[CH:19]=[CH:18][C:17]([CH:6]2[CH2:5][C:4]3[CH:13]=[C:14]([O:31][CH3:30])[C:15]([OH:16])=[CH:2][C:3]=3[CH:12]3[CH:7]2[CH2:8][CH2:9][CH2:10][CH2:11]3)=[CH:22][CH:21]=1, predict the reactants needed to synthesize it.